This data is from Peptide-MHC class I binding affinity with 185,985 pairs from IEDB/IMGT. The task is: Regression. Given a peptide amino acid sequence and an MHC pseudo amino acid sequence, predict their binding affinity value. This is MHC class I binding data. (1) The peptide sequence is ELIAFSSGT. The MHC is HLA-A02:01 with pseudo-sequence HLA-A02:01. The binding affinity (normalized) is 0.207. (2) The peptide sequence is HGYSFDQL. The MHC is HLA-A02:01 with pseudo-sequence HLA-A02:01. The binding affinity (normalized) is 0.0251. (3) The peptide sequence is LEVVTSTWVL. The MHC is Patr-B2401 with pseudo-sequence Patr-B2401. The binding affinity (normalized) is 0.366. (4) The peptide sequence is TFLESSFDIK. The MHC is HLA-A33:01 with pseudo-sequence HLA-A33:01. The binding affinity (normalized) is 0.149. (5) The peptide sequence is ESALNISGY. The MHC is HLA-A32:01 with pseudo-sequence HLA-A32:01. The binding affinity (normalized) is 0. (6) The MHC is H-2-Kb with pseudo-sequence H-2-Kb. The peptide sequence is SSLLNNQFGTM. The binding affinity (normalized) is 0.357. (7) The peptide sequence is EILSNTTKT. The MHC is HLA-A02:03 with pseudo-sequence HLA-A02:03. The binding affinity (normalized) is 0.121. (8) The MHC is HLA-A68:02 with pseudo-sequence HLA-A68:02. The peptide sequence is KLTPLCVTL. The binding affinity (normalized) is 0. (9) The peptide sequence is LLNPCLINV. The MHC is HLA-A02:01 with pseudo-sequence HLA-A02:01. The binding affinity (normalized) is 0.888.